From a dataset of Merck oncology drug combination screen with 23,052 pairs across 39 cell lines. Regression. Given two drug SMILES strings and cell line genomic features, predict the synergy score measuring deviation from expected non-interaction effect. (1) Drug 2: CCc1cnn2c(NCc3ccc[n+]([O-])c3)cc(N3CCCCC3CCO)nc12. Cell line: A427. Synergy scores: synergy=-5.51. Drug 1: NC(=O)c1cccc2cn(-c3ccc(C4CCCNC4)cc3)nc12. (2) Drug 1: C=CCn1c(=O)c2cnc(Nc3ccc(N4CCN(C)CC4)cc3)nc2n1-c1cccc(C(C)(C)O)n1. Drug 2: CC(C)CC(NC(=O)C(Cc1ccccc1)NC(=O)c1cnccn1)B(O)O. Cell line: SKMEL30. Synergy scores: synergy=-15.7. (3) Drug 1: CN(C)C(=N)N=C(N)N. Drug 2: CC(C)CC(NC(=O)C(Cc1ccccc1)NC(=O)c1cnccn1)B(O)O. Cell line: A375. Synergy scores: synergy=9.50.